From a dataset of Catalyst prediction with 721,799 reactions and 888 catalyst types from USPTO. Predict which catalyst facilitates the given reaction. (1) Reactant: Cl[C:2]1[C:3](=[O:29])[N:4]([CH2:14][C:15]2[CH:16]=[CH:17][C:18]([NH:21]C(=O)OC(C)(C)C)=[N:19][CH:20]=2)[C:5](=[O:13])[C:6]=1[C:7]1[CH:12]=[CH:11][CH:10]=[CH:9][CH:8]=1.[O:30]1[CH2:35][CH2:34][N:33]([C:36]2[CH:42]=[CH:41][C:39]([NH2:40])=[CH:38][CH:37]=2)[CH2:32][CH2:31]1. Product: [NH2:21][C:18]1[N:19]=[CH:20][C:15]([CH2:14][N:4]2[C:5](=[O:13])[C:6]([C:7]3[CH:8]=[CH:9][CH:10]=[CH:11][CH:12]=3)=[C:2]([NH:40][C:39]3[CH:41]=[CH:42][C:36]([N:33]4[CH2:32][CH2:31][O:30][CH2:35][CH2:34]4)=[CH:37][CH:38]=3)[C:3]2=[O:29])=[CH:16][CH:17]=1. The catalyst class is: 3. (2) Reactant: [CH:1]1([C:7](=[O:41])[CH:8]=[CH:9][C:10]2[C:15]([C:16]3[N:17]=[CH:18][N:19](C(C4C=CC=CC=4)(C4C=CC=CC=4)C4C=CC=CC=4)[CH:20]=3)=[CH:14][CH:13]=[CH:12][C:11]=2[F:40])[CH2:6][CH2:5][CH2:4][CH2:3][CH2:2]1.C(O)(=O)C. Product: [CH:1]1([C:7](=[O:41])[CH2:8][CH:9]2[C:10]3[C:15](=[CH:14][CH:13]=[CH:12][C:11]=3[F:40])[C:16]3=[CH:20][N:19]=[CH:18][N:17]23)[CH2:2][CH2:3][CH2:4][CH2:5][CH2:6]1. The catalyst class is: 5. (3) Reactant: [C:1]([C:5]1[CH:6]=[C:7]2[C:12](=[C:13]([F:15])[CH:14]=1)[C:11](=[O:16])[N:10]([C:17]1[N:24]=[CH:23][CH:22]=[C:21]([C:25]3[CH:30]=[C:29]([NH:31][C:32]4[CH:44]=[C:35]5[CH2:36][N:37]([CH2:40][CH2:41][O:42][CH3:43])[CH2:38][CH2:39][N:34]5[N:33]=4)[C:28](=[O:45])[N:27]([CH3:46])[CH:26]=3)[C:18]=1[CH:19]=[O:20])[N:9]=[CH:8]2)([CH3:4])([CH3:3])[CH3:2].[BH4-].[Na+]. Product: [C:1]([C:5]1[CH:6]=[C:7]2[C:12](=[C:13]([F:15])[CH:14]=1)[C:11](=[O:16])[N:10]([C:17]1[C:18]([CH2:19][OH:20])=[C:21]([C:25]3[CH:30]=[C:29]([NH:31][C:32]4[CH:44]=[C:35]5[CH2:36][N:37]([CH2:40][CH2:41][O:42][CH3:43])[CH2:38][CH2:39][N:34]5[N:33]=4)[C:28](=[O:45])[N:27]([CH3:46])[CH:26]=3)[CH:22]=[CH:23][N:24]=1)[N:9]=[CH:8]2)([CH3:4])([CH3:2])[CH3:3]. The catalyst class is: 98. (4) The catalyst class is: 281. Reactant: [CH3:1][O:2][C:3]1[C:8]([C:9]#[N:10])=[CH:7][C:6]2[C:11]3([CH2:30][O:31][C:5]=2[CH:4]=1)[C:19]1[C:14](=[CH:15][CH:16]=[CH:17][CH:18]=1)[N:13](CC1C=CC(OC)=CC=1)[C:12]3=[O:29].FC(F)(F)S(O)(=O)=O. Product: [CH3:1][O:2][C:3]1[C:8]([C:9]#[N:10])=[CH:7][C:6]2[C:11]3([CH2:30][O:31][C:5]=2[CH:4]=1)[C:19]1[C:14](=[CH:15][CH:16]=[CH:17][CH:18]=1)[NH:13][C:12]3=[O:29]. (5) Reactant: [I:1][C:2]1[CH:11]=[CH:10][CH:9]=[C:8]2[C:3]=1[CH2:4][CH2:5][N:6]1C(=O)C(=O)O[C:7]12[CH3:17].IC1C=CC=CC=1CCNC(=O)C.C(Cl)(C(Cl)=O)=O.Cl. Product: [I:1][C:2]1[CH:11]=[CH:10][CH:9]=[C:8]2[C:3]=1[CH2:4][CH2:5][N:6]=[C:7]2[CH3:17]. The catalyst class is: 2.